Dataset: Reaction yield outcomes from USPTO patents with 853,638 reactions. Task: Predict the reaction yield, written as a fraction of the theoretical maximum amount of product (1.0 means a 100% yield; for example, 0.34 means a 34% yield). (1) The reactants are [Cl:1][C:2]1[CH:3]=[CH:4][C:5]([OH:18])=[C:6]([CH:17]=1)[C:7]([NH:9][CH2:10][C:11]1[CH:16]=[N:15][CH:14]=[CH:13][N:12]=1)=O. The catalyst is ClCCCl.P(Cl)(Cl)(Cl)=O. The product is [Cl:1][C:2]1[CH:3]=[CH:4][C:5]([OH:18])=[C:6]([C:7]2[N:12]3[CH:13]=[CH:14][N:15]=[CH:16][C:11]3=[CH:10][N:9]=2)[CH:17]=1. The yield is 0.180. (2) The reactants are C[C:2]1[S:6][C:5]([C:7]([OH:9])=O)=[CH:4][C:3]=1[C:10]1[N:14]([CH3:15])[N:13]=[CH:12][CH:11]=1.[NH2:16][C@@H:17]([CH2:30][C:31]1[CH:36]=[CH:35]C=[C:33]([C:37](F)([F:39])F)[CH:32]=1)[CH2:18][N:19]1[C:27](=[O:28])[C:26]2[C:21](=[CH:22][CH:23]=[CH:24][CH:25]=2)[C:20]1=[O:29].CC(OC(N[C@H](C(O)=O)CC1C=CC=CC=1C(F)(F)F)=O)(C)C.C1CN([P+](Br)(N2CCCC2)N2CCCC2)CC1.F[P-](F)(F)(F)(F)F.CCN(C(C)C)C(C)C.C(Cl)(Cl)[Cl:98]. No catalyst specified. The product is [Cl:98][C:2]1[S:6][C:5]([C:7]([NH:16][C@@H:17]([CH2:30][C:31]2[CH:36]=[CH:35][C:37]([F:39])=[CH:33][CH:32]=2)[CH2:18][N:19]2[C:27](=[O:28])[C:26]3[C:21](=[CH:22][CH:23]=[CH:24][CH:25]=3)[C:20]2=[O:29])=[O:9])=[CH:4][C:3]=1[C:10]1[N:14]([CH3:15])[N:13]=[CH:12][CH:11]=1. The yield is 0.320. (3) The reactants are C=O.C([N:10]1[C:14](=[O:15])[CH:13]=[CH:12][C:11]1=O)C1C=CC=CC=1.[CH2:17]([NH:24][CH2:25][C:26]([OH:28])=O)[C:18]1[CH:23]=[CH:22][CH:21]=[CH:20][CH:19]=1.O.[C:30]1([CH3:36])[CH:35]=[CH:34][CH:33]=[CH:32][CH:31]=1. No catalyst specified. The product is [CH2:36]([C:13]12[CH2:12][CH2:11][C:26](=[O:28])[CH:25]1[N:24]([CH2:17][C:18]1[CH:19]=[CH:20][CH:21]=[CH:22][CH:23]=1)[NH:10][C:14]2=[O:15])[C:30]1[CH:35]=[CH:34][CH:33]=[CH:32][CH:31]=1. The yield is 0.780. (4) The reactants are O1CCCCC1[O:7][C:8]1[CH:13]=[CH:12][C:11]([C@H:14](/[CH:21]=[CH:22]/[CH2:23][CH3:24])[CH2:15][C:16]([O:18][CH2:19][CH3:20])=[O:17])=[CH:10][CH:9]=1.CC1C=CC(S([O-])(=O)=O)=CC=1.C1C=C[NH+]=CC=1. The catalyst is CCO. The product is [OH:7][C:8]1[CH:9]=[CH:10][C:11]([C@H:14](/[CH:21]=[CH:22]/[CH2:23][CH3:24])[CH2:15][C:16]([O:18][CH2:19][CH3:20])=[O:17])=[CH:12][CH:13]=1. The yield is 0.890. (5) The reactants are C1(P(=O)(C2C=CC=CC=2)C2C=CC=CC=2)C=CC=CC=1.FC(F)(F)S(OS(C(F)(F)F)(=O)=O)(=O)=O.C([S:43][C:44]([CH3:73])([CH:68]([O:71][CH3:72])[O:69][CH3:70])[CH2:45][NH:46][C:47]([C:49]1[NH:50][C:51]2[C:56]([CH:57]=1)=[CH:55][CH:54]=[CH:53][C:52]=2[N:58]([CH3:67])[S:59]([C:62]1[S:63][CH:64]=[CH:65][CH:66]=1)(=[O:61])=[O:60])=O)C1C=CC=CC=1.C(=O)([O-])O.[Na+]. The catalyst is ClCCl. The product is [CH3:70][O:69][CH:68]([O:71][CH3:72])[C:44]1([CH3:73])[S:43][C:47]([C:49]2[NH:50][C:51]3[C:56]([CH:57]=2)=[CH:55][CH:54]=[CH:53][C:52]=3[N:58]([CH3:67])[S:59]([C:62]2[S:63][CH:64]=[CH:65][CH:66]=2)(=[O:61])=[O:60])=[N:46][CH2:45]1. The yield is 0.500. (6) The reactants are Cl[C:2]1[N:7]=[CH:6][N:5]=[C:4]([NH2:8])[CH:3]=1.[Na].[C:10]1([OH:16])[CH:15]=[CH:14][CH:13]=[CH:12][CH:11]=1.[OH-].[Na+]. No catalyst specified. The product is [O:16]([C:2]1[N:7]=[CH:6][N:5]=[C:4]([NH2:8])[CH:3]=1)[C:10]1[CH:15]=[CH:14][CH:13]=[CH:12][CH:11]=1. The yield is 0.750.